From a dataset of Full USPTO retrosynthesis dataset with 1.9M reactions from patents (1976-2016). Predict the reactants needed to synthesize the given product. (1) Given the product [CH3:35][O:34][C:31]1[N:30]=[CH:29][C:28]([NH:27][C:16]2[C:15]([C:13]3[N:12]=[C:11]([CH3:36])[N:10]=[C:9]([NH2:8])[N:14]=3)=[CH:20][C:19]([C:21]3[CH:26]=[CH:25][N:24]=[N:23][CH:22]=3)=[CH:18][N:17]=2)=[CH:33][CH:32]=1, predict the reactants needed to synthesize it. The reactants are: COC1C=CC(C[N:8](CC2C=CC(OC)=CC=2)[C:9]2[N:14]=[C:13]([C:15]3[C:16]([NH:27][C:28]4[CH:29]=[N:30][C:31]([O:34][CH3:35])=[CH:32][CH:33]=4)=[N:17][CH:18]=[C:19]([C:21]4[CH:26]=[CH:25][N:24]=[N:23][CH:22]=4)[CH:20]=3)[N:12]=[C:11]([CH3:36])[N:10]=2)=CC=1. (2) Given the product [CH2:1]([O:5][C:6]1[CH:11]=[CH:10][C:9]([S:12]([C:15]2([C:28]([NH:32][OH:31])=[O:30])[CH2:20][CH2:19][N:18]([S:21]([C:24]([F:27])([F:26])[F:25])(=[O:23])=[O:22])[CH2:17][CH2:16]2)(=[O:14])=[O:13])=[CH:8][CH:7]=1)[C:2]#[C:3][CH3:4], predict the reactants needed to synthesize it. The reactants are: [CH2:1]([O:5][C:6]1[CH:11]=[CH:10][C:9]([S:12]([C:15]2([C:28]([OH:30])=O)[CH2:20][CH2:19][N:18]([S:21]([C:24]([F:27])([F:26])[F:25])(=[O:23])=[O:22])[CH2:17][CH2:16]2)(=[O:14])=[O:13])=[CH:8][CH:7]=1)[C:2]#[C:3][CH3:4].[OH:31][N:32]1C2C=CC=CC=2N=N1.Cl.CN(C)CCCN=C=NCC.CN1CCOCC1.NO. (3) Given the product [Cl:1][C:2]1[CH:3]=[C:4]([NH:8][C:9](=[O:22])/[CH:10]=[CH:11]/[C:12]2[CH:17]=[CH:16][C:15]([NH2:18])=[C:14]([OH:21])[CH:13]=2)[CH:5]=[CH:6][CH:7]=1, predict the reactants needed to synthesize it. The reactants are: [Cl:1][C:2]1[CH:3]=[C:4]([NH:8][C:9](=[O:22])/[CH:10]=[CH:11]/[C:12]2[CH:17]=[CH:16][C:15]([N+:18]([O-])=O)=[C:14]([OH:21])[CH:13]=2)[CH:5]=[CH:6][CH:7]=1.Cl[Sn]Cl. (4) Given the product [Si:2]([O:16][C:12]1[CH:11]=[C:10]([CH:15]=[CH:14][CH:13]=1)[NH2:9])([C:5]([CH3:8])([CH3:7])[CH3:6])([CH3:4])[CH3:3], predict the reactants needed to synthesize it. The reactants are: Cl[Si:2]([C:5]([CH3:8])([CH3:7])[CH3:6])([CH3:4])[CH3:3].[NH2:9][C:10]1[CH:11]=[C:12]([OH:16])[CH:13]=[CH:14][CH:15]=1.N1C=CN=C1. (5) Given the product [CH3:8][C:5]1[N:4]=[C:3]([C:9]#[N:10])[C:2]([N:11]2[CH:15]=[CH:14][CH:13]=[N:12]2)=[CH:7][CH:6]=1, predict the reactants needed to synthesize it. The reactants are: Br[C:2]1[C:3]([C:9]#[N:10])=[N:4][C:5]([CH3:8])=[CH:6][CH:7]=1.[NH:11]1[CH:15]=[CH:14][CH:13]=[N:12]1.CN[C@H]1CCCC[C@@H]1NC.C([O-])([O-])=O.[Cs+].[Cs+]. (6) Given the product [Br:1][C:2]1[CH:11]=[C:10]2[C:5]([CH2:6][CH2:7][NH:8][CH2:9]2)=[CH:4][C:3]=1[F:19].[ClH:20], predict the reactants needed to synthesize it. The reactants are: [Br:1][C:2]1[CH:11]=[C:10]2[C:5]([CH2:6][CH2:7][N:8](C(OC(C)(C)C)=O)[CH2:9]2)=[CH:4][C:3]=1[F:19].[ClH:20].O1CCOCC1.